Task: Predict the product of the given reaction.. Dataset: Forward reaction prediction with 1.9M reactions from USPTO patents (1976-2016) (1) Given the reactants C(O)C.Cl[C:5]1[N:10]=[CH:9][N:8]=[C:7]2[N:11]([C:14]3[CH:19]=[C:18]([CH3:20])[CH:17]=[C:16]([CH3:21])[CH:15]=3)[N:12]=[CH:13][C:6]=12.[CH3:22][O:23][CH2:24][CH2:25][O:26][CH2:27][CH2:28][NH2:29].C(OC(C)C)(C)C, predict the reaction product. The product is: [CH3:21][C:16]1[CH:15]=[C:14]([N:11]2[C:7]3=[N:8][CH:9]=[N:10][C:5]([NH:29][CH2:28][CH2:27][O:26][CH2:25][CH2:24][O:23][CH3:22])=[C:6]3[CH:13]=[N:12]2)[CH:19]=[C:18]([CH3:20])[CH:17]=1. (2) The product is: [NH:14]1[C:22]2[C:17](=[CH:18][CH:19]=[CH:20][CH:21]=2)[CH2:16][CH2:15]1. Given the reactants ClC1N=C2NC(=O)C3(CC3)C2=CC=1.[NH:14]1[C:22]2[C:17](=[CH:18][CH:19]=[CH:20][CH:21]=2)[CH2:16][C:15]1=O.[H-].[H-].[H-].[H-].[Li+].[Al+3], predict the reaction product.